From a dataset of NCI-60 drug combinations with 297,098 pairs across 59 cell lines. Regression. Given two drug SMILES strings and cell line genomic features, predict the synergy score measuring deviation from expected non-interaction effect. (1) Drug 1: CC1=C2C(C(=O)C3(C(CC4C(C3C(C(C2(C)C)(CC1OC(=O)C(C(C5=CC=CC=C5)NC(=O)C6=CC=CC=C6)O)O)OC(=O)C7=CC=CC=C7)(CO4)OC(=O)C)O)C)OC(=O)C. Drug 2: C(CC(=O)O)C(=O)CN.Cl. Cell line: RXF 393. Synergy scores: CSS=24.9, Synergy_ZIP=-1.52, Synergy_Bliss=1.85, Synergy_Loewe=-13.8, Synergy_HSA=2.72. (2) Drug 1: CC(C)(C#N)C1=CC(=CC(=C1)CN2C=NC=N2)C(C)(C)C#N. Drug 2: C(CC(=O)O)C(=O)CN.Cl. Cell line: SK-OV-3. Synergy scores: CSS=-1.45, Synergy_ZIP=-2.33, Synergy_Bliss=-1.17, Synergy_Loewe=-3.28, Synergy_HSA=-3.43. (3) Drug 1: CN1CCC(CC1)COC2=C(C=C3C(=C2)N=CN=C3NC4=C(C=C(C=C4)Br)F)OC. Drug 2: C1CNP(=O)(OC1)N(CCCl)CCCl. Cell line: NCI-H460. Synergy scores: CSS=7.19, Synergy_ZIP=1.10, Synergy_Bliss=2.15, Synergy_Loewe=0.525, Synergy_HSA=2.91. (4) Drug 1: C1=CC=C(C(=C1)C(C2=CC=C(C=C2)Cl)C(Cl)Cl)Cl. Drug 2: CCC1(C2=C(COC1=O)C(=O)N3CC4=CC5=C(C=CC(=C5CN(C)C)O)N=C4C3=C2)O.Cl. Cell line: K-562. Synergy scores: CSS=26.5, Synergy_ZIP=2.15, Synergy_Bliss=-0.975, Synergy_Loewe=-36.1, Synergy_HSA=-1.61.